This data is from Reaction yield outcomes from USPTO patents with 853,638 reactions. The task is: Predict the reaction yield, written as a fraction of the theoretical maximum amount of product (1.0 means a 100% yield; for example, 0.34 means a 34% yield). (1) The reactants are C1C=CC2N(O)N=[N:7]C=2C=1.CCN=C=NCCCN(C)C.Cl.Cl.CCN(C(C)C)C(C)C.[C:33]([O:37][C:38]([N:40]1[CH2:45][CH2:44][CH:43]([C:46]2[CH:51]=[CH:50][C:49]([NH:52][C:53]3[N:58]=[C:57]([CH2:59][CH2:60][C:61]4[CH:66]=[CH:65][CH:64]=[CH:63][C:62]=4[C:67]4([C:70]([OH:72])=O)[CH2:69][CH2:68]4)[C:56]([C:73]([F:76])([F:75])[F:74])=[CH:55][N:54]=3)=[CH:48][CH:47]=2)[CH2:42][CH2:41]1)=[O:39])([CH3:36])([CH3:35])[CH3:34].C(=O)([O-])[O-].[NH4+].[NH4+]. The catalyst is C1COCC1.CN(C=O)C. The product is [C:70]([C:67]1([C:62]2[CH:63]=[CH:64][CH:65]=[CH:66][C:61]=2[CH2:60][CH2:59][C:57]2[C:56]([C:73]([F:75])([F:74])[F:76])=[CH:55][N:54]=[C:53]([NH:52][C:49]3[CH:48]=[CH:47][C:46]([CH:43]4[CH2:44][CH2:45][N:40]([C:38]([O:37][C:33]([CH3:35])([CH3:34])[CH3:36])=[O:39])[CH2:41][CH2:42]4)=[CH:51][CH:50]=3)[N:58]=2)[CH2:68][CH2:69]1)(=[O:72])[NH2:7]. The yield is 0.440. (2) The reactants are C1(OC(=O)[N:9]([C:19]2[CH:24]=[C:23]([O:25][C:26]3[CH:31]=[CH:30][C:29]([NH:32][C:33]([C:35]4([C:38](=[O:47])[NH:39][C:40]5[CH:45]=[CH:44][C:43]([F:46])=[CH:42][CH:41]=5)[CH2:37][CH2:36]4)=[O:34])=[CH:28][CH:27]=3)[CH:22]=[CH:21][N:20]=2)[C:10]([O:12]C2C=CC=CC=2)=O)C=CC=CC=1.[CH3:49][N:50]1[CH2:55][CH2:54][N:53]([CH:56]2[CH2:61][CH2:60][NH:59][CH2:58][CH2:57]2)[CH2:52][CH2:51]1. The catalyst is CN(C)C=O. The product is [F:46][C:43]1[CH:42]=[CH:41][C:40]([NH:39][C:38]([C:35]2([C:33]([NH:32][C:29]3[CH:30]=[CH:31][C:26]([O:25][C:23]4[CH:22]=[CH:21][N:20]=[C:19]([NH:9][C:10]([N:59]5[CH2:58][CH2:57][CH:56]([N:53]6[CH2:52][CH2:51][N:50]([CH3:49])[CH2:55][CH2:54]6)[CH2:61][CH2:60]5)=[O:12])[CH:24]=4)=[CH:27][CH:28]=3)=[O:34])[CH2:36][CH2:37]2)=[O:47])=[CH:45][CH:44]=1. The yield is 0.790. (3) The reactants are [Cl:1][C:2]1[C:10]2[N:9]=[C:8]([NH:11][C:12]3[CH:17]=[CH:16][C:15]([Cl:18])=[CH:14][C:13]=3[Cl:19])[N:7]([CH2:20][C:21](OCC)=[O:22])[C:6]=2[C:5]([CH:26]([CH2:29][CH3:30])[CH2:27][CH3:28])=[CH:4][CH:3]=1.[BH4-].[Li+]. The catalyst is O1CCCC1. The product is [Cl:1][C:2]1[C:10]2[N:9]=[C:8]([NH:11][C:12]3[CH:17]=[CH:16][C:15]([Cl:18])=[CH:14][C:13]=3[Cl:19])[N:7]([CH2:20][CH2:21][OH:22])[C:6]=2[C:5]([CH:26]([CH2:29][CH3:30])[CH2:27][CH3:28])=[CH:4][CH:3]=1. The yield is 0.960.